This data is from NCI-60 drug combinations with 297,098 pairs across 59 cell lines. The task is: Regression. Given two drug SMILES strings and cell line genomic features, predict the synergy score measuring deviation from expected non-interaction effect. Cell line: SR. Drug 2: B(C(CC(C)C)NC(=O)C(CC1=CC=CC=C1)NC(=O)C2=NC=CN=C2)(O)O. Synergy scores: CSS=78.7, Synergy_ZIP=5.17, Synergy_Bliss=3.22, Synergy_Loewe=-1.09, Synergy_HSA=0.455. Drug 1: CC1C(C(CC(O1)OC2CC(CC3=C2C(=C4C(=C3O)C(=O)C5=C(C4=O)C(=CC=C5)OC)O)(C(=O)CO)O)N)O.Cl.